From a dataset of Full USPTO retrosynthesis dataset with 1.9M reactions from patents (1976-2016). Predict the reactants needed to synthesize the given product. (1) Given the product [Br:1][C:2]1[CH:3]=[C:4]([C:8]2([CH2:11][OH:12])[CH2:9][CH2:10]2)[CH:5]=[N:6][CH:7]=1, predict the reactants needed to synthesize it. The reactants are: [Br:1][C:2]1[CH:3]=[C:4]([C:8]2([C:11](OC)=[O:12])[CH2:10][CH2:9]2)[CH:5]=[N:6][CH:7]=1.[H-].C([Al+]CC(C)C)C(C)C.O.S([O-])([O-])(=O)=O.[Mg+2]. (2) Given the product [CH2:7]([O:14][C:15]1[CH:16]=[C:17]([CH:40]=[CH:41][CH:42]=1)[C:18]([NH:20][C:21]1[CH:26]=[CH:25][CH:24]=[CH:23][C:22]=1[S:27]([NH:30][C:31]([NH:47][CH2:43][CH2:44][CH2:45][CH3:46])=[O:33])(=[O:29])=[O:28])=[O:19])[C:8]1[CH:13]=[CH:12][CH:11]=[CH:10][CH:9]=1, predict the reactants needed to synthesize it. The reactants are: C1C=CC=CC=1.[CH2:7]([O:14][C:15]1[CH:16]=[C:17]([CH:40]=[CH:41][CH:42]=1)[C:18]([NH:20][C:21]1[CH:26]=[CH:25][CH:24]=[CH:23][C:22]=1[S:27]([NH:30][C:31]([O:33]C1C=CC=CC=1)=O)(=[O:29])=[O:28])=[O:19])[C:8]1[CH:13]=[CH:12][CH:11]=[CH:10][CH:9]=1.[CH2:43]([NH2:47])[CH2:44][CH2:45][CH3:46]. (3) Given the product [C:1]([SiH2:5][O:6][C:7]([CH3:19])([CH3:18])[C:8]1[CH:9]=[C:10]([CH2:15][CH2:16][NH:17][CH2:20][CH3:21])[CH:11]=[CH:12][C:13]=1[Cl:14])([CH3:4])([CH3:3])[CH3:2], predict the reactants needed to synthesize it. The reactants are: [C:1]([SiH2:5][O:6][C:7]([CH3:19])([CH3:18])[C:8]1[CH:9]=[C:10]([CH2:15][CH2:16][NH2:17])[CH:11]=[CH:12][C:13]=1[Cl:14])([CH3:4])([CH3:3])[CH3:2].[CH:20](=O)[CH3:21].[BH4-].[Na+]. (4) Given the product [O:21]=[C:20]1[C:4]2[C:5]3[C:6](=[C:7]([C:11]4[CH:12]=[CH:13][CH:14]=[CH:15][CH:16]=4)[NH:8][C:9]=3[CH:10]=[C:2]([NH:1][C:30](=[O:31])/[CH:29]=[CH:28]/[C:22]3[CH:27]=[CH:26][CH:25]=[CH:24][CH:23]=3)[CH:3]=2)[CH:17]=[N:18][NH:19]1, predict the reactants needed to synthesize it. The reactants are: [NH2:1][C:2]1[CH:3]=[C:4]2[C:20](=[O:21])[NH:19][N:18]=[CH:17][C:6]3=[C:7]([C:11]4[CH:16]=[CH:15][CH:14]=[CH:13][CH:12]=4)[NH:8][C:9]([CH:10]=1)=[C:5]23.[C:22]1(/[CH:28]=[CH:29]/[C:30](O)=[O:31])[CH:27]=[CH:26][CH:25]=[CH:24][CH:23]=1.C(N(CC)CC)C.F[P-](F)(F)(F)(F)F.N1(OC(N(C)C)=[N+](C)C)C2N=CC=CC=2N=N1.